This data is from Peptide-MHC class I binding affinity with 185,985 pairs from IEDB/IMGT. The task is: Regression. Given a peptide amino acid sequence and an MHC pseudo amino acid sequence, predict their binding affinity value. This is MHC class I binding data. The peptide sequence is SVMSTFFWE. The MHC is HLA-A02:19 with pseudo-sequence HLA-A02:19. The binding affinity (normalized) is 0.0847.